Predict the reaction yield, written as a fraction of the theoretical maximum amount of product (1.0 means a 100% yield; for example, 0.34 means a 34% yield). From a dataset of Reaction yield outcomes from USPTO patents with 853,638 reactions. (1) The reactants are [C:1]1([C:7](=O)[CH2:8][C:9]2[CH:14]=[CH:13][CH:12]=[CH:11][CH:10]=2)[CH:6]=[CH:5][CH:4]=[CH:3][CH:2]=1.[CH2:16]([O:18][C:19]1[CH:20]=[C:21]([CH:24]=[C:25]([N+:28]([O-:30])=[O:29])[C:26]=1[OH:27])[CH:22]=O)[CH3:17].[CH3:31][NH:32][C:33]([NH:35][CH3:36])=[O:34].C[Si](Cl)(C)C. The catalyst is CN(C=O)C. The product is [CH2:16]([O:18][C:19]1[CH:20]=[C:21]([CH:22]2[C:8]([C:9]3[CH:14]=[CH:13][CH:12]=[CH:11][CH:10]=3)=[C:7]([C:1]3[CH:6]=[CH:5][CH:4]=[CH:3][CH:2]=3)[N:35]([CH3:36])[C:33](=[O:34])[N:32]2[CH3:31])[CH:24]=[C:25]([N+:28]([O-:30])=[O:29])[C:26]=1[OH:27])[CH3:17]. The yield is 0.116. (2) The reactants are [CH3:1][C:2]1[CH2:3][C:4]2[C:5]([CH:45]=1)=[CH:6][C:7]1[C:8]([CH2:31][CH2:32][CH2:33][CH2:34][CH2:35][CH2:36][CH2:37][CH2:38][CH2:39][CH2:40][CH2:41][CH2:42][CH2:43][CH3:44])([CH2:17][CH2:18][CH2:19][CH2:20][CH2:21][CH2:22][CH2:23][CH2:24][CH2:25][CH2:26][CH2:27][CH2:28][CH2:29][CH3:30])[C:9]3[C:14]([C:15]=1[CH:16]=2)=[CH:13][CH:12]=[CH:11][CH:10]=3.C([Li])CCC.C(N)(C)(C)C.[C:56]([NH:60][Si:61](C1C2C(=CC3C(CCCCCCCCCCCCCC)(CCCCCCCCCCCCCC)C4C(C=3C=2)=CC=CC=4)C=C1C)([CH3:63])[CH3:62])([CH3:59])([CH3:58])[CH3:57]. The catalyst is C(OCC)C. The product is [C:56]([NH:60][Si:61]([CH:45]1[C:5]2=[CH:6][C:7]3[C:8]([CH2:31][CH2:32][CH2:33][CH2:34][CH2:35][CH2:36][CH2:37][CH2:38][CH2:39][CH2:40][CH2:41][CH2:42][CH2:43][CH3:44])([CH2:17][CH2:18][CH2:19][CH2:20][CH2:21][CH2:22][CH2:23][CH2:24][CH2:25][CH2:26][CH2:27][CH2:28][CH2:29][CH3:30])[C:9]4[C:14]([C:15]=3[CH:16]=[C:4]2[CH:3]=[C:2]1[CH3:1])=[CH:13][CH:12]=[CH:11][CH:10]=4)([CH3:63])[CH3:62])([CH3:59])([CH3:58])[CH3:57]. The yield is 0.927. (3) The catalyst is CN(C1C=CN=CC=1)C.C1COCC1. The reactants are [N+:1]([C:4]1[CH:5]=[C:6]2[C:10](=[CH:11][CH:12]=1)[NH:9][CH:8]=[CH:7]2)([O-:3])=[O:2].[C:13](O[C:13]([O:15][C:16]([CH3:19])([CH3:18])[CH3:17])=[O:14])([O:15][C:16]([CH3:19])([CH3:18])[CH3:17])=[O:14]. The product is [C:16]([O:15][C:13]([N:9]1[C:10]2[C:6](=[CH:5][C:4]([N+:1]([O-:3])=[O:2])=[CH:12][CH:11]=2)[CH:7]=[CH:8]1)=[O:14])([CH3:19])([CH3:18])[CH3:17]. The yield is 0.780. (4) The reactants are [NH2:1][CH:2]1[CH2:7][CH2:6][N:5]([CH2:8][CH2:9][N:10]2[C:19]3[C:14](=[CH:15][CH:16]=[C:17]([F:20])[CH:18]=3)[N:13]=[CH:12][C:11]2=[O:21])[CH2:4][CH2:3]1.[O:22]=[C:23]1[CH2:28][O:27][C:26]2[CH:29]=[CH:30][C:31]([CH:33]=O)=[N:32][C:25]=2[NH:24]1.C(O[BH-](OC(=O)C)OC(=O)C)(=O)C.[Na+]. No catalyst specified. The product is [F:20][C:17]1[CH:18]=[C:19]2[C:14]([N:13]=[CH:12][C:11](=[O:21])[N:10]2[CH2:9][CH2:8][N:5]2[CH2:4][CH2:3][CH:2]([NH:1][CH2:33][C:31]3[CH:30]=[CH:29][C:26]4[O:27][CH2:28][C:23](=[O:22])[NH:24][C:25]=4[N:32]=3)[CH2:7][CH2:6]2)=[CH:15][CH:16]=1. The yield is 0.690. (5) The reactants are Cl[CH2:2][C:3]([NH:5][CH2:6][C:7]1[CH:15]=[CH:14][CH:13]=[C:12]2[C:8]=1[C:9](=[O:25])[N:10]([CH:17]1[CH2:22][CH2:21][C:20](=[O:23])[NH:19][C:18]1=[O:24])[C:11]2=[O:16])=[O:4].[N-:26]=[N+:27]=[N-:28].[Na+].[I-].[Na+]. The catalyst is CC(C)=O. The product is [N:26]([CH2:2][C:3]([NH:5][CH2:6][C:7]1[CH:15]=[CH:14][CH:13]=[C:12]2[C:8]=1[C:9](=[O:25])[N:10]([CH:17]1[CH2:22][CH2:21][C:20](=[O:23])[NH:19][C:18]1=[O:24])[C:11]2=[O:16])=[O:4])=[N+:27]=[N-:28]. The yield is 0.900. (6) The reactants are [F:1][C:2]1[CH:10]=[CH:9][C:5]([C:6](Cl)=[O:7])=[CH:4][C:3]=1[N+:11]([O-:13])=[O:12].[S:14]1[CH:18]=[N:17][N:16]=[C:15]1[NH2:19]. No catalyst specified. The product is [F:1][C:2]1[CH:10]=[CH:9][C:5]([C:6]([NH:19][C:15]2[S:14][CH:18]=[N:17][N:16]=2)=[O:7])=[CH:4][C:3]=1[N+:11]([O-:13])=[O:12]. The yield is 0.670. (7) The reactants are C(O)(=O)[C@@H](C1C=CC=CC=1)O.[NH2:12][C@H:13]1[C:19]2[CH:20]=[CH:21][CH:22]=[CH:23][C:18]=2[CH2:17][CH2:16][N:15]([CH3:24])[C:14]1=[O:25].[ClH:26]. The catalyst is C(OCC)(=O)C. The product is [ClH:26].[NH2:12][C@H:13]1[C:19]2[CH:20]=[CH:21][CH:22]=[CH:23][C:18]=2[CH2:17][CH2:16][N:15]([CH3:24])[C:14]1=[O:25]. The yield is 0.925.